This data is from Forward reaction prediction with 1.9M reactions from USPTO patents (1976-2016). The task is: Predict the product of the given reaction. (1) Given the reactants ClC1C=C(C=CC=1Cl)OC1CCN(S(C2C(C)=NN(C)C=2C)(=O)=O)CC1.[CH3:27][N:28]1[C:32]([CH3:33])=[C:31]([S:34](Cl)(=[O:36])=[O:35])[C:30]([CH3:38])=[N:29]1.Cl.[Cl:40][C:41]1[CH:54]=[CH:53][C:44]([CH2:45][C:46]2([F:52])[CH2:51][CH2:50][NH:49][CH2:48][CH2:47]2)=[C:43]([F:55])[CH:42]=1, predict the reaction product. The product is: [Cl:40][C:41]1[CH:54]=[CH:53][C:44]([CH2:45][C:46]2([F:52])[CH2:47][CH2:48][N:49]([S:34]([C:31]3[C:30]([CH3:38])=[N:29][N:28]([CH3:27])[C:32]=3[CH3:33])(=[O:36])=[O:35])[CH2:50][CH2:51]2)=[C:43]([F:55])[CH:42]=1. (2) Given the reactants [Br:1][C:2]1[CH:9]=[CH:8][C:5]([C:6]#[N:7])=[C:4](F)[CH:3]=1.[CH3:11][O-:12].[Na+], predict the reaction product. The product is: [Br:1][C:2]1[CH:9]=[CH:8][C:5]([C:6]#[N:7])=[C:4]([O:12][CH3:11])[CH:3]=1. (3) Given the reactants C1(B([O:14][B:15]([C:22]2[CH:27]=[CH:26][CH:25]=[CH:24][CH:23]=2)[C:16]2[CH:21]=[CH:20][CH:19]=[CH:18][CH:17]=2)C2C=CC=CC=2)C=CC=CC=1.O[C:29]1[CH:34]=[CH:33][CH:32]=[CH:31][C:30]=1[C:35]1[O:36][C:37]2[CH:43]=[CH:42][CH:41]=[CH:40][C:38]=2[N:39]=1, predict the reaction product. The product is: [C:22]1([B:15]([C:16]2[CH:17]=[CH:18][CH:19]=[CH:20][CH:21]=2)[O:14][C:29]2[CH:34]=[CH:33][CH:32]=[CH:31][C:30]=2[C:35]2[O:36][C:37]3[CH:43]=[CH:42][CH:41]=[CH:40][C:38]=3[N:39]=2)[CH:23]=[CH:24][CH:25]=[CH:26][CH:27]=1. (4) The product is: [CH3:19][N:18]([CH3:20])[C@@H:15]1[CH2:16][CH2:17][N:13]([C:11]([C:9]2[S:10][C:3]3[C:4](=[N:5][CH:6]=[CH:7][C:2]=3[O:31][C:23]3[CH:24]=[CH:25][C:26]([N+:28]([O-:30])=[O:29])=[CH:27][C:22]=3[F:21])[CH:8]=2)=[O:12])[CH2:14]1. Given the reactants Cl[C:2]1[CH:7]=[CH:6][N:5]=[C:4]2[CH:8]=[C:9]([C:11]([N:13]3[CH2:17][CH2:16][C@@H:15]([N:18]([CH3:20])[CH3:19])[CH2:14]3)=[O:12])[S:10][C:3]=12.[F:21][C:22]1[CH:27]=[C:26]([N+:28]([O-:30])=[O:29])[CH:25]=[CH:24][C:23]=1[OH:31].C([O-])([O-])=O.[K+].[K+].C(Cl)(Cl)Cl, predict the reaction product. (5) Given the reactants [NH:1]1[C:5](=[O:6])[CH:4]=[CH:3][C:2]1=[O:7].C(O)(C(F)(F)F)=O.[CH2:15]([N:22]([CH2:26][Si](C)(C)C)[CH2:23]OC)[C:16]1[CH:21]=[CH:20][CH:19]=[CH:18][CH:17]=1, predict the reaction product. The product is: [CH2:15]([N:22]1[CH2:26][C@@H:3]2[C:2](=[O:7])[NH:1][C:5](=[O:6])[C@@H:4]2[CH2:23]1)[C:16]1[CH:21]=[CH:20][CH:19]=[CH:18][CH:17]=1. (6) Given the reactants Cl[C:2]1[C:7]([Cl:8])=[CH:6][N:5]=[C:4]([C:9]2[CH:10]=[N:11][N:12]3[CH:17]=[CH:16][N:15]=[CH:14][C:13]=23)[N:3]=1.[F:18][C:19]1[CH:20]=[CH:21][C:22]([CH2:25][NH2:26])=[N:23][CH:24]=1.C(N(C(C)C)CC)(C)C, predict the reaction product. The product is: [Cl:8][C:7]1[C:2]([NH:26][CH2:25][C:22]2[CH:21]=[CH:20][C:19]([F:18])=[CH:24][N:23]=2)=[N:3][C:4]([C:9]2[CH:10]=[N:11][N:12]3[CH:17]=[CH:16][N:15]=[CH:14][C:13]=23)=[N:5][CH:6]=1. (7) Given the reactants [CH3:1][C:2]1([CH3:15])[CH2:7][CH2:6][C:5]([CH3:9])([CH3:8])[C:4](/[CH:10]=[CH:11]/[C:12]([OH:14])=O)=[CH:3]1.CN(C(ON1N=NC2C=CC=NC1=2)=[N+](C)C)C.F[P-](F)(F)(F)(F)F.C(N(C(C)C)CC)(C)C.FC(F)(F)C(O)=O.[N:56]1([C:62]([NH2:64])=[O:63])[CH2:61][CH2:60][NH:59][CH2:58][CH2:57]1, predict the reaction product. The product is: [CH3:15][C:2]1([CH3:1])[CH2:7][CH2:6][C:5]([CH3:8])([CH3:9])[C:4](/[CH:10]=[CH:11]/[C:12]([N:59]2[CH2:60][CH2:61][N:56]([C:62]([NH2:64])=[O:63])[CH2:57][CH2:58]2)=[O:14])=[CH:3]1. (8) Given the reactants [CH3:1][C:2]([S:11][C:12]1[CH:17]=[CH:16][CH:15]=[C:14]([CH3:18])[CH:13]=1)([CH3:10])[C:3]([O:5][C:6]([CH3:9])([CH3:8])[CH3:7])=[O:4].[Br:19]N1C(=O)CCC1=O, predict the reaction product. The product is: [Br:19][C:15]1[CH:16]=[CH:17][C:12]([S:11][C:2]([CH3:1])([CH3:10])[C:3]([O:5][C:6]([CH3:7])([CH3:8])[CH3:9])=[O:4])=[CH:13][C:14]=1[CH3:18]. (9) Given the reactants [Br:1][C:2]1[CH:11]=[CH:10][C:9]([O:12][CH:13]2[CH2:18][CH2:17][N:16](C(OC(C)(C)C)=O)[CH2:15][CH2:14]2)=[C:8]2[C:3]=1[CH:4]=[N:5][C:6]([NH:26][C:27]1[CH:32]=[CH:31][C:30]([N:33]3[CH2:38][CH2:37][O:36][CH2:35][CH2:34]3)=[C:29]([Cl:39])[CH:28]=1)=[N:7]2, predict the reaction product. The product is: [Br:1][C:2]1[CH:11]=[CH:10][C:9]([O:12][CH:13]2[CH2:18][CH2:17][NH:16][CH2:15][CH2:14]2)=[C:8]2[C:3]=1[CH:4]=[N:5][C:6]([NH:26][C:27]1[CH:32]=[CH:31][C:30]([N:33]3[CH2:38][CH2:37][O:36][CH2:35][CH2:34]3)=[C:29]([Cl:39])[CH:28]=1)=[N:7]2. (10) Given the reactants [N+:1]([C:4]1[CH:5]=[N:6][S:7][C:8]=1[O:9][CH:10]1[CH2:15][CH2:14][N:13]([C:16]([O:18][C:19]([CH3:22])([CH3:21])[CH3:20])=[O:17])[CH2:12][CH2:11]1)([O-])=O.O.C([O-])(O)=O.[Na+].[O-]S(S([O-])=O)=O.[Na+].[Na+], predict the reaction product. The product is: [NH2:1][C:4]1[CH:5]=[N:6][S:7][C:8]=1[O:9][CH:10]1[CH2:11][CH2:12][N:13]([C:16]([O:18][C:19]([CH3:22])([CH3:21])[CH3:20])=[O:17])[CH2:14][CH2:15]1.